Dataset: Full USPTO retrosynthesis dataset with 1.9M reactions from patents (1976-2016). Task: Predict the reactants needed to synthesize the given product. (1) Given the product [ClH:21].[Cl:21][C:22]1[C:23]([C:31]2[CH:36]=[CH:35][C:34]([F:37])=[CH:33][C:32]=2[F:38])=[C:24]([Cl:30])[CH:25]=[C:26]([CH2:28][N:18]2[CH2:17][CH2:16][C:4]3([O:3][C:2](=[O:1])[N:6]([C:7]4[CH:8]=[CH:9][C:10]([C:11]([OH:13])=[O:12])=[CH:14][CH:15]=4)[CH2:5]3)[CH2:20][CH2:19]2)[CH:27]=1, predict the reactants needed to synthesize it. The reactants are: [O:1]=[C:2]1[N:6]([C:7]2[CH:15]=[CH:14][C:10]([C:11]([OH:13])=[O:12])=[CH:9][CH:8]=2)[CH2:5][C:4]2([CH2:20][CH2:19][NH:18][CH2:17][CH2:16]2)[O:3]1.[Cl:21][C:22]1[CH:27]=[C:26]([CH:28]=O)[CH:25]=[C:24]([Cl:30])[C:23]=1[C:31]1[CH:36]=[CH:35][C:34]([F:37])=[CH:33][C:32]=1[F:38].C(O)(=O)C.C([BH3-])#N. (2) Given the product [CH3:36][N:35]([CH3:38])[C:33]([C:29]1[CH:28]=[C:27]([S:24]([N:15]2[C:16]([C:18]3[CH:23]=[CH:22][CH:21]=[CH:20][CH:19]=3)=[CH:17][C:13]([CH2:12][N:4]([CH3:3])[C:5](=[O:11])[O:6][C:7]([CH3:10])([CH3:9])[CH3:8])=[CH:14]2)(=[O:26])=[O:25])[CH:32]=[CH:31][CH:30]=1)=[O:34], predict the reactants needed to synthesize it. The reactants are: [H-].[Na+].[CH3:3][N:4]([CH2:12][C:13]1[CH:17]=[C:16]([C:18]2[CH:23]=[CH:22][CH:21]=[CH:20][CH:19]=2)[N:15]([S:24]([C:27]2[CH:32]=[CH:31][CH:30]=[C:29]([C:33]([NH:35][CH3:36])=[O:34])[CH:28]=2)(=[O:26])=[O:25])[CH:14]=1)[C:5](=[O:11])[O:6][C:7]([CH3:10])([CH3:9])[CH3:8].I[CH3:38].O. (3) Given the product [Cl:1][C:11]1[CH:12]=[CH:13][C:14]2[N:15]([CH2:20][C:21]([NH2:23])=[O:22])[C:16](=[O:19])[O:17][C:18]=2[C:10]=1[F:9], predict the reactants needed to synthesize it. The reactants are: [Cl:1]N1C(=O)CCC1=O.[F:9][C:10]1[C:18]2[O:17][C:16](=[O:19])[N:15]([CH2:20][C:21]([NH2:23])=[O:22])[C:14]=2[CH:13]=[CH:12][CH:11]=1. (4) Given the product [OH:34][C:35]1[CH:40]=[C:39]([CH:38]=[CH:37][C:36]=1[C:19]1[CH:20]=[CH:15][C:16](/[CH:21]=[CH:23]/[C:25]2[CH:30]=[CH:29][N:28]=[CH:27][CH:26]=2)=[CH:17][CH:18]=1)[N:41]([C:49]1[CH:50]=[CH:51][C:52](/[CH:24]=[CH:23]/[C:25]2[CH:30]=[CH:29][N:28]=[CH:27][CH:26]=2)=[CH:53][CH:54]=1)[C:42]1[CH:43]=[CH:44][C:45](/[CH:24]=[CH:23]/[C:25]2[CH:30]=[CH:29][N:28]=[CH:27][CH:26]=2)=[CH:46][CH:47]=1, predict the reactants needed to synthesize it. The reactants are: [C:16]1([CH3:21])[CH:17]=[CH:18][CH:19]=[CH:20][C:15]=1P([C:15]1[CH:20]=[CH:19][CH:18]=[CH:17][C:16]=1[CH3:21])[C:15]1[CH:20]=[CH:19][CH:18]=[CH:17][C:16]=1[CH3:21].[CH:23]([C:25]1[CH:30]=[CH:29][N:28]=[CH:27][CH:26]=1)=[CH2:24].C([O:34][C:35]1[CH:40]=[C:39]([N:41]([C:49]2[CH:54]=[CH:53][C:52](I)=[CH:51][CH:50]=2)[C:42]2[CH:47]=[CH:46][C:45](I)=[CH:44][CH:43]=2)[CH:38]=[CH:37][C:36]=1I)(=O)C. (5) The reactants are: [C:1]([NH:4][C@H:5]1[C@@H:10]([N:11]2[CH2:15][CH2:14][C@H:13]([NH:16]C(OCC3C=CC=CC=3)=O)[C:12]2=[O:27])[CH2:9][CH2:8][C@@H:7]([NH:28][C:29](=[O:35])[O:30][C:31]([CH3:34])([CH3:33])[CH3:32])[CH2:6]1)(=[O:3])[CH3:2]. Given the product [C:1]([NH:4][C@H:5]1[C@@H:10]([N:11]2[CH2:15][CH2:14][C@H:13]([NH2:16])[C:12]2=[O:27])[CH2:9][CH2:8][C@@H:7]([NH:28][C:29](=[O:35])[O:30][C:31]([CH3:34])([CH3:33])[CH3:32])[CH2:6]1)(=[O:3])[CH3:2], predict the reactants needed to synthesize it. (6) Given the product [Cl:22][C:16]1[CH:17]=[CH:18][C:19]([Cl:21])=[CH:20][C:15]=1[CH:3]1[C:4]2[N:48]=[C:46]([NH:45][C:35]3[CH:36]=[CH:37][C:38]([N:39]4[CH:43]=[C:42]([CH3:44])[N:41]=[CH:40]4)=[C:33]([O:32][CH3:31])[CH:34]=3)[N:47]=[CH:10][C:5]=2[CH2:6][CH2:7][CH2:8][CH2:9]1, predict the reactants needed to synthesize it. The reactants are: C([C:3]1([C:15]2[CH:20]=[C:19]([Cl:21])[CH:18]=[CH:17][C:16]=2[Cl:22])[CH2:9][CH2:8][CH2:7][CH2:6][C:5](=[CH:10]N(C)C)[C:4]1=O)C.[N+]([O-])(O)=O.[N+]([O-])(O)=O.[CH3:31][O:32][C:33]1[CH:34]=[C:35]([NH:45][C:46]([NH2:48])=[NH:47])[CH:36]=[CH:37][C:38]=1[N:39]1[CH:43]=[C:42]([CH3:44])[N:41]=[CH:40]1. (7) The reactants are: N#N.[CH3:3][O:4][C:5]1[C:10]([O:11][CH3:12])=[C:9]([O:13][CH3:14])[CH:8]=[CH:7][C:6]=1[C:15]1[CH:20]=[CH:19][CH:18]=[C:17]([C:21](Cl)=[O:22])[CH:16]=1.[Br:24][C:25]1[CH:30]=[CH:29][C:28]([N+:31]([O-:33])=[O:32])=[CH:27][C:26]=1[NH2:34]. Given the product [Br:24][C:25]1[CH:30]=[CH:29][C:28]([N+:31]([O-:33])=[O:32])=[CH:27][C:26]=1[NH:34][C:21]([C:17]1[CH:16]=[C:15]([C:6]2[CH:7]=[CH:8][C:9]([O:13][CH3:14])=[C:10]([O:11][CH3:12])[C:5]=2[O:4][CH3:3])[CH:20]=[CH:19][CH:18]=1)=[O:22], predict the reactants needed to synthesize it. (8) Given the product [CH:33]1[C:34]2[CH:22]([CH2:21][O:20][C:18]([N:17]3[CH:5]4[CH:6]([C:8]5[CH:13]=[N:12][C:11]([N:14]([CH3:15])[CH3:16])=[CH:10][CH:9]=5)[CH2:7][CH:1]3[CH2:2][CH2:3][CH2:4]4)=[O:19])[C:23]3[C:28](=[CH:27][CH:26]=[CH:25][CH:24]=3)[C:29]=2[CH:30]=[CH:31][CH:32]=1, predict the reactants needed to synthesize it. The reactants are: [CH:1]12[NH:17][CH:5]([CH:6]([C:8]3[CH:9]=[CH:10][C:11]([N:14]([CH3:16])[CH3:15])=[N:12][CH:13]=3)[CH2:7]1)[CH2:4][CH2:3][CH2:2]2.[C:18](Cl)([O:20][CH2:21][CH:22]1[C:34]2[C:29](=[CH:30][CH:31]=[CH:32][CH:33]=2)[C:28]2[C:23]1=[CH:24][CH:25]=[CH:26][CH:27]=2)=[O:19].